Dataset: NCI-60 drug combinations with 297,098 pairs across 59 cell lines. Task: Regression. Given two drug SMILES strings and cell line genomic features, predict the synergy score measuring deviation from expected non-interaction effect. (1) Drug 1: COC1=CC(=CC(=C1O)OC)C2C3C(COC3=O)C(C4=CC5=C(C=C24)OCO5)OC6C(C(C7C(O6)COC(O7)C8=CC=CS8)O)O. Drug 2: C1=NC(=NC(=O)N1C2C(C(C(O2)CO)O)O)N. Cell line: A549. Synergy scores: CSS=29.8, Synergy_ZIP=-2.20, Synergy_Bliss=-4.36, Synergy_Loewe=-17.2, Synergy_HSA=-5.50. (2) Drug 1: C1=CC=C(C=C1)NC(=O)CCCCCCC(=O)NO. Drug 2: C1C(C(OC1N2C=NC(=NC2=O)N)CO)O. Cell line: MDA-MB-231. Synergy scores: CSS=9.06, Synergy_ZIP=-4.59, Synergy_Bliss=-0.330, Synergy_Loewe=-3.86, Synergy_HSA=-0.0559. (3) Drug 1: C1=CC(=CC=C1CCC2=CNC3=C2C(=O)NC(=N3)N)C(=O)NC(CCC(=O)O)C(=O)O. Drug 2: CC1OCC2C(O1)C(C(C(O2)OC3C4COC(=O)C4C(C5=CC6=C(C=C35)OCO6)C7=CC(=C(C(=C7)OC)O)OC)O)O. Cell line: PC-3. Synergy scores: CSS=35.1, Synergy_ZIP=-5.53, Synergy_Bliss=-9.42, Synergy_Loewe=-7.52, Synergy_HSA=-5.49. (4) Drug 1: C1C(C(OC1N2C=NC3=C(N=C(N=C32)Cl)N)CO)O. Drug 2: C1=NC2=C(N=C(N=C2N1C3C(C(C(O3)CO)O)O)F)N. Cell line: SK-OV-3. Synergy scores: CSS=6.55, Synergy_ZIP=-6.70, Synergy_Bliss=2.42, Synergy_Loewe=0.590, Synergy_HSA=1.83.